From a dataset of Reaction yield outcomes from USPTO patents with 853,638 reactions. Predict the reaction yield, written as a fraction of the theoretical maximum amount of product (1.0 means a 100% yield; for example, 0.34 means a 34% yield). (1) The reactants are [NH2:1][C:2]1[CH:3]=[C:4]([CH:9]=[CH:10][C:11]=1[O:12][CH3:13])[C:5]([O:7][CH3:8])=[O:6].[CH3:14][S:15](Cl)(=[O:17])=[O:16]. The catalyst is N1C=CC=CC=1. The product is [CH3:13][O:12][C:11]1[CH:10]=[CH:9][C:4]([C:5]([O:7][CH3:8])=[O:6])=[CH:3][C:2]=1[NH:1][S:15]([CH3:14])(=[O:17])=[O:16]. The yield is 0.910. (2) The reactants are [Br:1][C:2]1[N:7]=[C:6]([NH:8]C(=O)C)[CH:5]=[CH:4][CH:3]=1.[N+:12]([O-])([OH:14])=[O:13]. The catalyst is OS(O)(=O)=O. The product is [Br:1][C:2]1[N:7]=[C:6]([NH2:8])[CH:5]=[CH:4][C:3]=1[N+:12]([O-:14])=[O:13]. The yield is 0.820. (3) The reactants are C([O:8][C:9]1[CH:21]=[CH:20][C:12]([O:13][C:14]2[CH:15]=[N:16][CH:17]=[CH:18][CH:19]=2)=[CH:11][CH:10]=1)C1C=CC=CC=1.C1COCC1. The catalyst is [Pd].CCO. The product is [N:16]1[CH:17]=[CH:18][CH:19]=[C:14]([O:13][C:12]2[CH:20]=[CH:21][C:9]([OH:8])=[CH:10][CH:11]=2)[CH:15]=1. The yield is 1.00. (4) The reactants are [NH2:1][C:2]1[CH:9]=[CH:8][CH:7]=[CH:6][C:3]=1[C:4]#[N:5].C1C(=O)N([Br:17])C(=O)C1. The catalyst is ClCCl. The product is [NH2:1][C:2]1[CH:9]=[CH:8][C:7]([Br:17])=[CH:6][C:3]=1[C:4]#[N:5]. The yield is 0.920. (5) The yield is 0.620. The reactants are [Cl:1][C:2]1[CH:3]=[CH:4][C:5]2[O:9][C:8]([C:10]3[CH:11]=[CH:12][C:13]([NH:17][CH:18]4[CH2:23][CH2:22][O:21][CH2:20][CH2:19]4)=[C:14]([CH:16]=3)[NH2:15])=[N:7][C:6]=2[CH:24]=1.[CH:25]([C:27]1[CH:28]=[C:29]([CH:34]=[CH:35][CH:36]=1)[C:30]([O:32][CH3:33])=[O:31])=O.OOS([O-])=O.[K+].C(=O)([O-])[O-].[K+].[K+]. The product is [Cl:1][C:2]1[CH:3]=[CH:4][C:5]2[O:9][C:8]([C:10]3[CH:11]=[CH:12][C:13]4[N:17]([CH:18]5[CH2:19][CH2:20][O:21][CH2:22][CH2:23]5)[C:25]([C:27]5[CH:36]=[CH:35][CH:34]=[C:29]([C:30]([O:32][CH3:33])=[O:31])[CH:28]=5)=[N:15][C:14]=4[CH:16]=3)=[N:7][C:6]=2[CH:24]=1. The catalyst is CN(C)C=O. (6) The reactants are Br[C:2]1[CH:7]=[CH:6][CH:5]=[C:4]([S:8]([CH3:11])(=[O:10])=[O:9])[CH:3]=1.[OH:12][CH2:13][C:14]1[CH:19]=[CH:18][C:17](B(O)O)=[CH:16][CH:15]=1.C1C=CC(P(C2C=CC=CC=2)C2C=CC=CC=2)=CC=1.N(CC)CC.C([O-])(O)=O.[Na+]. The catalyst is C1(C)C=CC=CC=1.C1C=CC(/C=C/C(/C=C/C2C=CC=CC=2)=O)=CC=1.C1C=CC(/C=C/C(/C=C/C2C=CC=CC=2)=O)=CC=1.C1C=CC(/C=C/C(/C=C/C2C=CC=CC=2)=O)=CC=1.[Pd].[Pd].O.C(O)CC. The product is [CH3:11][S:8]([C:4]1[CH:3]=[C:2]([C:17]2[CH:18]=[CH:19][C:14]([CH2:13][OH:12])=[CH:15][CH:16]=2)[CH:7]=[CH:6][CH:5]=1)(=[O:10])=[O:9]. The yield is 0.950. (7) The reactants are [CH2:1]([O:8][C:9]([C:11]1[C:19]2[C:14](=[CH:15][CH:16]=[C:17]([CH2:20][CH2:21][N:22]3[CH2:26][CH2:25][CH2:24][CH2:23]3)[CH:18]=2)[NH:13][C:12]=1[CH3:27])=[O:10])[C:2]1[CH:7]=[CH:6][CH:5]=[CH:4][CH:3]=1.[ClH:28]. The catalyst is C(Cl)Cl.C(OCC)C. The product is [ClH:28].[CH2:1]([O:8][C:9]([C:11]1[C:19]2[C:14](=[CH:15][CH:16]=[C:17]([CH2:20][CH2:21][N:22]3[CH2:26][CH2:25][CH2:24][CH2:23]3)[CH:18]=2)[NH:13][C:12]=1[CH3:27])=[O:10])[C:2]1[CH:7]=[CH:6][CH:5]=[CH:4][CH:3]=1. The yield is 0.790. (8) The reactants are [CH3:1][C:2]1[O:6][N:5]=[C:4]([C:7]2[CH:12]=[CH:11][CH:10]=[CH:9][CH:8]=2)[C:3]=1[CH2:13][O:14][C:15]1[CH:23]=[CH:22][C:18]([C:19]([OH:21])=O)=[CH:17][N:16]=1.Cl.[NH2:25][C@H:26]1[CH2:31][CH2:30][CH2:29][CH2:28][C@@H:27]1[OH:32]. No catalyst specified. The product is [OH:32][C@H:27]1[CH2:28][CH2:29][CH2:30][CH2:31][C@@H:26]1[NH:25][C:19](=[O:21])[C:18]1[CH:22]=[CH:23][C:15]([O:14][CH2:13][C:3]2[C:4]([C:7]3[CH:8]=[CH:9][CH:10]=[CH:11][CH:12]=3)=[N:5][O:6][C:2]=2[CH3:1])=[N:16][CH:17]=1. The yield is 0.910. (9) The reactants are [Cl:1][C:2]1[CH:10]=[C:9]([Cl:11])[C:8]([Cl:12])=[CH:7][C:3]=1[C:4]([OH:6])=[O:5].S(=O)(=O)(O)O.[CH3:18][C:19](=[CH2:21])[CH3:20].C([O-])(O)=O.[Na+]. The catalyst is O1CCOCC1.C(OCC)C. The product is [Cl:1][C:2]1[CH:10]=[C:9]([Cl:11])[C:8]([Cl:12])=[CH:7][C:3]=1[C:4]([O:6][C:19]([CH3:21])([CH3:20])[CH3:18])=[O:5]. The yield is 0.700. (10) The reactants are C(OCC1C=[C:13]([N:15]([CH3:17])[CH3:16])[CH:12]=[CH:11]C=1)(=O)CCCC.[C:18]([O:21]CC)(=[O:20])[CH3:19]. The catalyst is [Pd]. The product is [CH3:16][N:15]([CH3:17])[CH2:13][CH2:12][CH2:11][CH2:19][C:18]([OH:21])=[O:20]. The yield is 0.604.